From a dataset of Reaction yield outcomes from USPTO patents with 853,638 reactions. Predict the reaction yield, written as a fraction of the theoretical maximum amount of product (1.0 means a 100% yield; for example, 0.34 means a 34% yield). (1) The reactants are [Br:1][C:2]1[C:3](=[O:19])[NH:4][C:5]([CH3:18])=[CH:6][C:7]=1[O:8][CH2:9][C:10]1[CH:15]=[CH:14][C:13]([F:16])=[CH:12][C:11]=1[F:17].Br[CH2:21][C:22]1[N:23]=[CH:24][C:25]([C:28]([O:30][CH2:31][CH3:32])=[O:29])=[N:26][CH:27]=1.[H-].[Na+].C(O)(=O)C. The catalyst is C1COCC1. The product is [Br:1][C:2]1[C:3](=[O:19])[N:4]([CH2:21][C:22]2[N:23]=[CH:24][C:25]([C:28]([O:30][CH2:31][CH3:32])=[O:29])=[N:26][CH:27]=2)[C:5]([CH3:18])=[CH:6][C:7]=1[O:8][CH2:9][C:10]1[CH:15]=[CH:14][C:13]([F:16])=[CH:12][C:11]=1[F:17]. The yield is 0.780. (2) The reactants are [CH3:1][O:2][C:3](=[O:17])/[CH:4]=[C:5](\[NH2:16])/[CH2:6][C:7]1[CH:12]=[C:11]([F:13])[C:10]([F:14])=[CH:9][C:8]=1[F:15].[CH3:18][C:19]([O:22][C:23](O[C:23]([O:22][C:19]([CH3:21])([CH3:20])[CH3:18])=[O:24])=[O:24])([CH3:21])[CH3:20]. The catalyst is CN(C1C=CN=CC=1)C.C(#N)C. The product is [CH3:1][O:2][C:3](=[O:17])/[CH:4]=[C:5](\[NH:16][C:23]([O:22][C:19]([CH3:21])([CH3:20])[CH3:18])=[O:24])/[CH2:6][C:7]1[CH:12]=[C:11]([F:13])[C:10]([F:14])=[CH:9][C:8]=1[F:15]. The yield is 0.324. (3) The reactants are Br[C:2]1[CH:3]=[N:4][N:5]2[CH:10]=[C:9]([F:11])[CH:8]=[CH:7][C:6]=12.C([O-])(=O)C.[K+].[B:17]1([B:17]2[O:21][C:20]([CH3:23])([CH3:22])[C:19]([CH3:25])([CH3:24])[O:18]2)[O:21][C:20]([CH3:23])([CH3:22])[C:19]([CH3:25])([CH3:24])[O:18]1. The catalyst is O1CCOCC1.C1C=CC([P]([Pd]([P](C2C=CC=CC=2)(C2C=CC=CC=2)C2C=CC=CC=2)([P](C2C=CC=CC=2)(C2C=CC=CC=2)C2C=CC=CC=2)[P](C2C=CC=CC=2)(C2C=CC=CC=2)C2C=CC=CC=2)(C2C=CC=CC=2)C2C=CC=CC=2)=CC=1. The product is [F:11][C:9]1[CH:8]=[CH:7][C:6]2[N:5]([N:4]=[CH:3][C:2]=2[B:17]2[O:21][C:20]([CH3:23])([CH3:22])[C:19]([CH3:25])([CH3:24])[O:18]2)[CH:10]=1. The yield is 0.360. (4) The reactants are [N+:1]([C:4]1[CH:9]=[CH:8][C:7]([CH2:10][CH2:11][C:12](=[O:17])[CH2:13][C:14](=[O:16])[CH3:15])=[CH:6][CH:5]=1)([O-])=O.[Si]([CH:22]([OH:29])[CH:23](O)[Si](C)(C)C)(C)(C)C.[Si](OS(C(F)(F)F)(=O)=O)(C)(C)C.[H][H].[CH3:44][CH2:45][O:46]C(C)=O. The catalyst is C(Cl)Cl. The product is [CH3:15][C:14]1([CH2:13][C:12]2([CH2:11][CH2:10][C:7]3[CH:8]=[CH:9][C:4]([NH2:1])=[CH:5][CH:6]=3)[O:17][CH2:23][CH2:22][O:29]2)[O:46][CH2:45][CH2:44][O:16]1. The yield is 1.00. (5) The reactants are [F:1][C:2]1[CH:3]=[CH:4][C:5]([NH:8][NH:9][C:10]([C@@H:12]2[CH2:16][C@H:15]([N:17]([CH3:19])[CH3:18])[CH2:14][N:13]2[CH3:20])=O)=[N:6][CH:7]=1.C1(P(C2C=CC=CC=2)C2C=CC=CC=2)C=CC=CC=1.ClC(Cl)(Cl)C(Cl)(Cl)Cl.CC(C)=O. The catalyst is C1COCC1. The product is [F:1][C:2]1[CH:3]=[CH:4][C:5]2[N:6]([C:10]([C@H:12]3[N:13]([CH3:20])[CH2:14][C@@H:15]([N:17]([CH3:19])[CH3:18])[CH2:16]3)=[N:9][N:8]=2)[CH:7]=1. The yield is 0.800. (6) The catalyst is C(Cl)Cl. The yield is 0.520. The product is [CH2:1]([O:8][C:9]([C@@H:11]1[CH2:16][CH2:15][NH:14][CH2:13][C@@H:12]1[C:24]([O:26][CH2:27][CH3:28])=[O:25])=[O:10])[C:2]1[CH:3]=[CH:4][CH:5]=[CH:6][CH:7]=1. The reactants are [CH2:1]([O:8][C:9]([C@@H:11]1[CH2:16][CH2:15][N:14](C(OC(C)(C)C)=O)[CH2:13][C@@H:12]1[C:24]([O:26][CH2:27][CH3:28])=[O:25])=[O:10])[C:2]1[CH:7]=[CH:6][CH:5]=[CH:4][CH:3]=1.FC(F)(F)C(O)=O. (7) The reactants are [CH2:1]([O:15][C:16]1[O:20][C:19]([C:21]([O:23][CH2:24][CH2:25]Br)=[O:22])=[CH:18][CH:17]=1)[CH2:2][CH2:3][CH2:4][CH2:5][CH2:6][CH2:7][CH2:8][CH2:9][CH2:10][CH2:11][CH2:12][CH2:13][CH3:14].[CH3:27][NH:28][CH3:29]. The catalyst is C1COCC1. The product is [CH2:1]([O:15][C:16]1[O:20][C:19]([C:21]([O:23][CH2:24][CH2:25][N:28]([CH3:29])[CH3:27])=[O:22])=[CH:18][CH:17]=1)[CH2:2][CH2:3][CH2:4][CH2:5][CH2:6][CH2:7][CH2:8][CH2:9][CH2:10][CH2:11][CH2:12][CH2:13][CH3:14]. The yield is 0.710.